From a dataset of Reaction yield outcomes from USPTO patents with 853,638 reactions. Predict the reaction yield, written as a fraction of the theoretical maximum amount of product (1.0 means a 100% yield; for example, 0.34 means a 34% yield). (1) The reactants are [H-].[Al+3].[Li+].[H-].[H-].[H-].C([O:9][C:10]([C:12]1[CH:28]=[C:15]2[C:16](=O)[N:17]([CH2:20][C:21]3[CH:26]=[CH:25][CH:24]=[CH:23][CH:22]=3)[CH2:18][CH2:19][N:14]2[N:13]=1)=O)C. The catalyst is C1COCC1. The product is [C:21]1([CH2:20][N:17]2[CH2:18][CH2:19][N:14]3[N:13]=[C:12]([CH2:10][OH:9])[CH:28]=[C:15]3[CH2:16]2)[CH:22]=[CH:23][CH:24]=[CH:25][CH:26]=1. The yield is 1.00. (2) The reactants are [Cl:1][C:2]1[CH:3]=[C:4]([CH:7]=[C:8]([C:10]([C:12]2[NH:13][C:14](=[O:22])[NH:15][C:16](=[O:21])[C:17]=2[CH:18]([CH3:20])[CH3:19])=[O:11])[CH:9]=1)[C:5]#[N:6].C(=O)([O-])[O-].[K+].[K+].[I-].[Li+].Cl[CH2:32][C:33]1[CH:38]=[CH:37][N:36]=[C:35]([N:39]2[C:47](=[O:48])[C:46]3[C:41](=[CH:42][CH:43]=[CH:44][CH:45]=3)[C:40]2=[O:49])[CH:34]=1. The catalyst is CN(C=O)C. The product is [Cl:1][C:2]1[CH:3]=[C:4]([CH:7]=[C:8]([C:10]([C:12]2[N:13]([CH2:32][C:33]3[CH:38]=[CH:37][N:36]=[C:35]([N:39]4[C:40](=[O:49])[C:41]5[C:46](=[CH:45][CH:44]=[CH:43][CH:42]=5)[C:47]4=[O:48])[CH:34]=3)[C:14](=[O:22])[NH:15][C:16](=[O:21])[C:17]=2[CH:18]([CH3:20])[CH3:19])=[O:11])[CH:9]=1)[C:5]#[N:6]. The yield is 0.290. (3) The reactants are [CH2:1]([O:3][C:4]1[CH:11]=[CH:10][CH:9]=[C:6]([CH:7]=O)[C:5]=1[OH:12])[CH3:2].[CH2:13]([O:15][CH:16]([O:19][CH2:20][CH3:21])[CH2:17][NH2:18])[CH3:14].O. The catalyst is C1(C)C=CC=CC=1. The product is [CH2:13]([O:15][CH:16]([O:19][CH2:20][CH3:21])[CH2:17]/[N:18]=[CH:7]/[C:6]1[CH:9]=[CH:10][CH:11]=[C:4]([O:3][CH2:1][CH3:2])[C:5]=1[OH:12])[CH3:14]. The yield is 1.00. (4) The reactants are [CH3:1][N:2]([CH3:26])[C:3]([N:5]1[CH2:9][CH:8]2[CH2:10][C:11]([NH:14][CH2:15][C:16]([N:18]3[CH2:22][C@@H:21]([F:23])[CH2:20][C@H:19]3[C:24]#[N:25])=[O:17])([CH3:13])[CH2:12][CH:7]2[CH2:6]1)=[O:4].O.[C:28]1([CH3:38])[CH:33]=[CH:32][C:31]([S:34]([OH:37])(=[O:36])=[O:35])=[CH:30][CH:29]=1.CCCCCC. The catalyst is ClCCl.CC(C)=O. The product is [C:28]1([CH3:38])[CH:29]=[CH:30][C:31]([S:34]([OH:37])(=[O:35])=[O:36])=[CH:32][CH:33]=1.[CH3:26][N:2]([CH3:1])[C:3]([N:5]1[CH2:9][CH:8]2[CH2:10][C:11]([NH:14][CH2:15][C:16]([N:18]3[CH2:22][C@@H:21]([F:23])[CH2:20][C@H:19]3[C:24]#[N:25])=[O:17])([CH3:13])[CH2:12][CH:7]2[CH2:6]1)=[O:4]. The yield is 0.930. (5) The reactants are [NH2:1][CH2:2][CH2:3][CH2:4][C:5]([CH3:43])([CH3:42])[CH2:6][N:7]([S:31]([C:34]1[CH:39]=[CH:38][CH:37]=[C:36]([NH:40][CH3:41])[CH:35]=1)(=[O:33])=[O:32])[CH2:8][C@@H:9]([OH:30])[C@@H:10]([NH:18][C:19](=[O:29])[O:20][C@@H:21]1[C@H:28]2[C@H:24]([O:25][CH2:26][CH2:27]2)[O:23][CH2:22]1)[CH2:11][C:12]1[CH:17]=[CH:16][CH:15]=[CH:14][CH:13]=1.C(N(CC)C(C)C)(C)C.Cl[C:54]([O:56][CH3:57])=[O:55]. The catalyst is C1COCC1. The product is [CH2:11]([C@H:10]([NH:18][C:19](=[O:29])[O:20][C@@H:21]1[C@H:28]2[C@H:24]([O:25][CH2:26][CH2:27]2)[O:23][CH2:22]1)[C@H:9]([OH:30])[CH2:8][N:7]([CH2:6][C:5]([CH3:43])([CH3:42])[CH2:4][CH2:3][CH2:2][NH:1][C:54]([O:56][CH3:57])=[O:55])[S:31]([C:34]1[CH:39]=[CH:38][CH:37]=[C:36]([NH:40][CH3:41])[CH:35]=1)(=[O:33])=[O:32])[C:12]1[CH:17]=[CH:16][CH:15]=[CH:14][CH:13]=1. The yield is 0.980. (6) The reactants are [CH3:1][O:2][C:3]1[CH:4]=[CH:5][C:6]2[C:19]3[CH:18]=[CH:17][CH:16]=[CH:15][C:14]=3[C:13](=[O:20])[C:12]3[C:7]=2[C:8]=1[CH:9]=[CH:10][CH:11]=3.[OH:21][S:22](O)(=[O:24])=[O:23].O=S(=O)=O. No catalyst specified. The product is [CH3:1][O:2][C:3]1[CH:4]=[CH:5][C:6]2[C:19]3[CH:18]=[CH:17][C:16]([S:22]([OH:24])(=[O:23])=[O:21])=[CH:15][C:14]=3[C:13](=[O:20])[C:12]3[C:7]=2[C:8]=1[CH:9]=[CH:10][CH:11]=3. The yield is 0.310. (7) The product is [NH2:28][CH2:27][CH2:26][S:23]([N:20]1[CH2:19][CH:18]=[C:17]([C:5]2[N:6]=[C:7]([C:8]3[NH:12][C:11]4[CH:13]=[CH:14][CH:15]=[CH:16][C:10]=4[N:9]=3)[C:2]([NH2:1])=[N:3][CH:4]=2)[CH2:22][CH2:21]1)(=[O:25])=[O:24]. The yield is 0.180. The catalyst is C(O)C.CS(C)=O. The reactants are [NH2:1][C:2]1[N:3]=[CH:4][C:5]([C:17]2[CH2:22][CH2:21][N:20]([S:23]([CH2:26][CH2:27][N:28]3C(=O)C4C(=CC=CC=4)C3=O)(=[O:25])=[O:24])[CH2:19][CH:18]=2)=[N:6][C:7]=1[C:8]1[NH:12][C:11]2[CH:13]=[CH:14][CH:15]=[CH:16][C:10]=2[N:9]=1.NN. (8) The reactants are C[O:2][C:3]([C:5]1[N:6]=[C:7]2[C:12]([C:13]#[N:14])=[CH:11][C:10]([C:15]3[CH:19]=[CH:18][O:17][CH:16]=3)=[CH:9][N:8]2[C:20]=1[Cl:21])=[O:4].C[Si](C)(C)[O-].[K+].O.C(O)(=O)CC(CC(O)=O)(C(O)=O)O. The catalyst is C1COCC1.CCOC(C)=O. The product is [Cl:21][C:20]1[N:8]2[CH:9]=[C:10]([C:15]3[CH:19]=[CH:18][O:17][CH:16]=3)[CH:11]=[C:12]([C:13]#[N:14])[C:7]2=[N:6][C:5]=1[C:3]([OH:4])=[O:2]. The yield is 0.660.